Dataset: Peptide-MHC class I binding affinity with 185,985 pairs from IEDB/IMGT. Task: Regression. Given a peptide amino acid sequence and an MHC pseudo amino acid sequence, predict their binding affinity value. This is MHC class I binding data. The peptide sequence is CTIVDSMII. The MHC is HLA-A02:06 with pseudo-sequence HLA-A02:06. The binding affinity (normalized) is 0.221.